From a dataset of Reaction yield outcomes from USPTO patents with 853,638 reactions. Predict the reaction yield, written as a fraction of the theoretical maximum amount of product (1.0 means a 100% yield; for example, 0.34 means a 34% yield). The catalyst is CS(C)=O.CO. The reactants are [Cl:1][C:2]1[N:10]([CH2:11][CH:12]=[CH2:13])[C:9]2[C:8](=[O:14])[NH:7][C:6](=[O:15])[NH:5][C:4]=2[N:3]=1.C(=O)(O)[O-].[Na+].Br[CH2:22][CH2:23][CH2:24][CH2:25][F:26]. The yield is 0.600. The product is [Cl:1][C:2]1[N:10]([CH2:11][CH:12]=[CH2:13])[C:9]2[C:8](=[O:14])[NH:7][C:6](=[O:15])[N:5]([CH2:22][CH2:23][CH2:24][CH2:25][F:26])[C:4]=2[N:3]=1.